This data is from Forward reaction prediction with 1.9M reactions from USPTO patents (1976-2016). The task is: Predict the product of the given reaction. (1) Given the reactants [NH2:1][C:2]1[CH:12]=[CH:11][C:10]([N+:13]([O-:15])=[O:14])=[CH:9][C:3]=1[C:4]([O:6][CH2:7][CH3:8])=[O:5].[C:16]1(=O)[CH2:20][CH2:19][CH2:18][CH2:17]1.[BH4-].[Na+].S(=O)(=O)(O)O.C(=O)(O)[O-].[Na+], predict the reaction product. The product is: [CH:16]1([NH:1][C:2]2[CH:12]=[CH:11][C:10]([N+:13]([O-:15])=[O:14])=[CH:9][C:3]=2[C:4]([O:6][CH2:7][CH3:8])=[O:5])[CH2:20][CH2:19][CH2:18][CH2:17]1. (2) Given the reactants [F:1][C:2]1[CH:7]=[CH:6][C:5]([CH:8]([C:13]2[CH:18]=[CH:17][C:16]([F:19])=[CH:15][CH:14]=2)[O:9][CH2:10][CH2:11]I)=[CH:4][CH:3]=1.[CH:20]1([N:23]([CH:37]2[CH2:42][CH2:41][NH:40][CH2:39][CH2:38]2)[S:24]([C:27]2[CH:32]=[CH:31][CH:30]=[C:29]([C:33]([F:36])([F:35])[F:34])[CH:28]=2)(=[O:26])=[O:25])[CH2:22][CH2:21]1.C([O-])([O-])=O.[K+].[K+].O, predict the reaction product. The product is: [CH:20]1([N:23]([CH:37]2[CH2:42][CH2:41][N:40]([CH2:11][CH2:10][O:9][CH:8]([C:13]3[CH:18]=[CH:17][C:16]([F:19])=[CH:15][CH:14]=3)[C:5]3[CH:6]=[CH:7][C:2]([F:1])=[CH:3][CH:4]=3)[CH2:39][CH2:38]2)[S:24]([C:27]2[CH:32]=[CH:31][CH:30]=[C:29]([C:33]([F:36])([F:34])[F:35])[CH:28]=2)(=[O:25])=[O:26])[CH2:22][CH2:21]1. (3) The product is: [CH2:5]([O:4][S:1]([O-:13])(=[O:3])=[O:2])[CH2:6][CH2:7][CH2:8][CH2:9][CH2:10][CH2:11][CH3:12].[CH3:20][O:21][C:22]1[CH:27]=[C:26]([NH:28][C:29]2[CH:34]=[CH:33][CH:32]=[CH:31][CH:30]=2)[CH:25]=[CH:24][C:23]=1[N+:35]#[N:36]. Given the reactants [S:1]([O-:13])([O:4][CH2:5][CH2:6][CH2:7][CH2:8][CH2:9][CH2:10][CH2:11][CH3:12])(=[O:3])=[O:2].[Na+].S(=O)(=O)(O)[O-].[CH3:20][O:21][C:22]1[CH:27]=[C:26]([NH:28][C:29]2[CH:34]=[CH:33][CH:32]=[CH:31][CH:30]=2)[CH:25]=[CH:24][C:23]=1[N+:35]#[N:36], predict the reaction product.